The task is: Predict the reactants needed to synthesize the given product.. This data is from Full USPTO retrosynthesis dataset with 1.9M reactions from patents (1976-2016). (1) Given the product [CH:45]1([C@@H:43]([OH:44])[C:42]([N:38]2[CH2:39][CH2:40][CH2:41][C@H:37]2[C:36]([NH:35][CH2:34][C:33]2[CH:53]=[C:29]([Cl:28])[CH:30]=[CH:31][C:32]=2[CH:54]([NH2:58])[CH:55]([F:57])[F:56])=[O:52])=[O:51])[CH2:46][CH2:47][CH2:48][CH2:49][CH2:50]1, predict the reactants needed to synthesize it. The reactants are: O=[N+]([O-])[O-].[O-][N+](=O)[O-].[O-][N+](=O)[O-].[O-][N+](=O)[O-].[O-][N+](=O)[O-].[O-][N+](=O)[O-].[Ce+4].[NH4+].[NH4+].[Cl:28][C:29]1[CH:30]=[CH:31][C:32]([CH:54]([NH:58]C2C=CC(OC)=CC=2)[CH:55]([F:57])[F:56])=[C:33]([CH:53]=1)[CH2:34][NH:35][C:36](=[O:52])[C@@H:37]1[CH2:41][CH2:40][CH2:39][N:38]1[C:42](=[O:51])[C@@H:43]([CH:45]1[CH2:50][CH2:49][CH2:48][CH2:47][CH2:46]1)[OH:44]. (2) Given the product [CH:2]1[C:7]([C:8]2[O:18][C:17]3[CH:16]=[C:15]([OH:19])[CH:14]=[C:13]([OH:20])[C:12]=3[C:10](=[O:11])[C:9]=2[OH:21])=[CH:6][CH:5]=[C:4]([OH:22])[CH:3]=1.[CH3:8][CH:9]([O:19][C:15]1[CH:14]=[CH:13][C:12]2[C:10](=[O:11])[C:9]([C:2]3[CH:3]=[CH:4][CH:5]=[CH:6][CH:7]=3)=[CH:8][O:18][C:17]=2[CH:16]=1)[CH3:10], predict the reactants needed to synthesize it. The reactants are: [Ca].[CH:2]1[C:7]([C:8]2[O:18][C:17]3[CH:16]=[C:15]([OH:19])[CH:14]=[C:13]([OH:20])[C:12]=3[C:10](=[O:11])[C:9]=2[OH:21])=[CH:6][CH:5]=[C:4]([OH:22])[CH:3]=1.